Dataset: Full USPTO retrosynthesis dataset with 1.9M reactions from patents (1976-2016). Task: Predict the reactants needed to synthesize the given product. (1) Given the product [OH:9][C:8]1[C:7]2[CH2:6][CH2:5][N:4]([C:13]([O:15][C:16]([CH3:19])([CH3:18])[CH3:17])=[O:14])[CH2:3][C:2]=2[N:22]=[CH:21][N:23]=1, predict the reactants needed to synthesize it. The reactants are: O=[C:2]1[CH:7]([C:8](OCC)=[O:9])[CH2:6][CH2:5][N:4]([C:13]([O:15][C:16]([CH3:19])([CH3:18])[CH3:17])=[O:14])[CH2:3]1.Cl.[CH:21]([NH2:23])=[NH:22].CC[O-].[Na+]. (2) The reactants are: [CH:1](/[C:4]1[CH:5]=[C:6]2[C:11](=[CH:12][CH:13]=1)[N:10]1[CH:14]=[N:15][C:16]([CH2:17][OH:18])=[C:9]1[CH2:8][CH2:7]2)=[CH:2]\[CH3:3].C=C(C1C=C2C(=CC=1)N1C=NC(CO)=C1CC2)C. Given the product [CH:1](/[C:4]1[CH:5]=[C:6]2[C:11](=[CH:12][CH:13]=1)[N:10]1[CH:14]=[N:15][C:16]([CH:17]=[O:18])=[C:9]1[CH2:8][CH2:7]2)=[CH:2]\[CH3:3], predict the reactants needed to synthesize it. (3) Given the product [CH2:16]([CH:23]1[CH2:27][CH2:26][N:25]([C:13]([C:9]2[CH:10]=[N:11][O:12][C:8]=2[C:5]2[CH:4]=[CH:3][C:2]([CH3:1])=[CH:7][CH:6]=2)=[O:15])[CH2:24]1)[C:17]1[CH:22]=[CH:21][CH:20]=[CH:19][CH:18]=1, predict the reactants needed to synthesize it. The reactants are: [CH3:1][C:2]1[CH:7]=[CH:6][C:5]([C:8]2[O:12][N:11]=[CH:10][C:9]=2[C:13]([OH:15])=O)=[CH:4][CH:3]=1.[CH2:16]([CH:23]1[CH2:27][CH2:26][NH:25][CH2:24]1)[C:17]1[CH:22]=[CH:21][CH:20]=[CH:19][CH:18]=1. (4) Given the product [O:9]1[CH:10]=[CH:11][N:12]=[C:8]1[C:6]1[N:7]=[C:2]([NH:25][C:26]2[CH:35]=[C:34]3[C:29]([CH2:30][CH2:31][C:32](=[O:36])[NH:33]3)=[CH:28][CH:27]=2)[C:3]2[NH:15][N:14]=[CH:13][C:4]=2[N:5]=1, predict the reactants needed to synthesize it. The reactants are: Cl[C:2]1[C:3]2[C:4](=[CH:13][N:14](CC3C=CC(OC)=CC=3)[N:15]=2)[N:5]=[C:6]([C:8]2[O:9][CH:10]=[CH:11][N:12]=2)[N:7]=1.[NH2:25][C:26]1[CH:35]=[C:34]2[C:29]([CH2:30][CH2:31][C:32](=[O:36])[NH:33]2)=[CH:28][CH:27]=1.Cl. (5) Given the product [C:1]([O:5][C:6]([NH:8][CH2:9][C@H:10]1[CH2:11][CH2:12][C@H:13]([C:16]([NH:18][C@@H:19]([CH2:20][C:21]2[CH:22]=[CH:23][C:24]([C:27]3[CH:32]=[CH:31][C:30]([C:33](=[O:34])[NH:68][CH2:67][CH:64]4[CH2:65][CH2:66][N:61]([CH3:60])[CH2:62][CH2:63]4)=[CH:29][C:28]=3[CH3:36])=[CH:25][CH:26]=2)[C:37]([NH:39][C:40]2[CH:41]=[CH:42][C:43]([C:46]3[NH:47][C:48]([C:51]([F:58])([F:59])[C:52]([F:53])([F:54])[C:55]([OH:57])=[O:56])=[N:49][N:50]=3)=[CH:44][CH:45]=2)=[O:38])=[O:17])[CH2:14][CH2:15]1)=[O:7])([CH3:2])([CH3:3])[CH3:4], predict the reactants needed to synthesize it. The reactants are: [C:1]([O:5][C:6]([NH:8][CH2:9][C@H:10]1[CH2:15][CH2:14][C@H:13]([C:16]([NH:18][C@H:19]([C:37]([NH:39][C:40]2[CH:45]=[CH:44][C:43]([C:46]3[NH:50][N:49]=[C:48]([C:51]([F:59])([F:58])[C:52]([C:55]([OH:57])=[O:56])([F:54])[F:53])[N:47]=3)=[CH:42][CH:41]=2)=[O:38])[CH2:20][C:21]2[CH:26]=[CH:25][C:24]([C:27]3[CH:32]=[CH:31][C:30]([C:33](O)=[O:34])=[CH:29][C:28]=3[CH3:36])=[CH:23][CH:22]=2)=[O:17])[CH2:12][CH2:11]1)=[O:7])([CH3:4])([CH3:3])[CH3:2].[CH3:60][N:61]1[CH2:66][CH2:65][CH:64]([CH2:67][NH2:68])[CH2:63][CH2:62]1.C(N(CC)C(C)C)(C)C.F[P-](F)(F)(F)(F)F.CN(C(ON1C2=NC=CC=C2N=N1)=[N+](C)C)C.